From a dataset of Forward reaction prediction with 1.9M reactions from USPTO patents (1976-2016). Predict the product of the given reaction. (1) Given the reactants [CH3:1][C:2](=[CH2:19])[C:3]([NH:5][C:6]1[CH:11]=[CH:10][C:9]([N+:12]([O-:14])=[O:13])=[C:8]([C:15]([F:18])([F:17])[F:16])[CH:7]=1)=[O:4].[Si:20]([CH:24]=[N+:25]=[N-:26])([CH3:23])([CH3:22])[CH3:21], predict the reaction product. The product is: [N+:12]([C:9]1[CH:10]=[CH:11][C:6]([NH:5][C:3]([C:2]2([CH3:1])[CH2:19][CH:24]([Si:20]([CH3:23])([CH3:22])[CH3:21])[N:25]=[N:26]2)=[O:4])=[CH:7][C:8]=1[C:15]([F:16])([F:17])[F:18])([O-:14])=[O:13]. (2) Given the reactants [Cl:1][C:2]1[CH:7]=[CH:6][C:5]([C:8]2O[C:12](=O)[C:11]([C:15]#[N:16])=[C:10]([N:17]3[CH2:21][CH2:20][CH2:19][CH2:18]3)[CH:9]=2)=[CH:4][CH:3]=1.[H-].[Na+].[CH2:24]1[CH2:28]O[CH2:26][CH2:25]1, predict the reaction product. The product is: [Cl:1][C:2]1[CH:7]=[CH:6][C:5]([C:8]2[C:4]3[C:3]4[C:25](=[CH:24][CH:28]=[CH:7][CH:2]=4)[CH2:26][C:12]=3[C:11]([C:15]#[N:16])=[C:10]([N:17]3[CH2:21][CH2:20][CH2:19][CH2:18]3)[CH:9]=2)=[CH:4][CH:3]=1. (3) Given the reactants [Br:1][C:2]1[CH:3]=[CH:4][C:5]2[N:6]([C:8]([CH:18]=[O:19])=[C:9]([C:11]3[CH:16]=[CH:15][C:14]([F:17])=[CH:13][CH:12]=3)[N:10]=2)[CH:7]=1.[C:20]([Mg]Br)#[CH:21], predict the reaction product. The product is: [Br:1][C:2]1[CH:3]=[CH:4][C:5]2[N:6]([C:8]([CH:18]([OH:19])[C:20]#[CH:21])=[C:9]([C:11]3[CH:12]=[CH:13][C:14]([F:17])=[CH:15][CH:16]=3)[N:10]=2)[CH:7]=1. (4) Given the reactants [C:1]([NH:5][S:6]([C:9]1[C:10]([Cl:42])=[CH:11][C:12]([O:39][CH2:40][CH3:41])=[C:13]([C:15]2[N:16]([C:36](Cl)=[O:37])[C:17]([C:29]3[CH:34]=[CH:33][C:32]([Cl:35])=[CH:31][CH:30]=3)([CH3:28])[C:18]([C:21]3[CH:26]=[CH:25][C:24]([Cl:27])=[CH:23][CH:22]=3)([CH3:20])[N:19]=2)[CH:14]=1)(=[O:8])=[O:7])([CH3:4])([CH3:3])[CH3:2].[OH:43][CH:44]1[CH2:49][CH2:48][CH2:47][NH:46][CH2:45]1, predict the reaction product. The product is: [Cl:27][C:24]1[CH:25]=[CH:26][C:21]([C@@:18]2([CH3:20])[C@:17]([C:29]3[CH:30]=[CH:31][C:32]([Cl:35])=[CH:33][CH:34]=3)([CH3:28])[N:16]([C:36]([N:46]3[CH2:47][CH2:48][CH2:49][CH:44]([OH:43])[CH2:45]3)=[O:37])[C:15]([C:13]3[C:12]([O:39][CH2:40][CH3:41])=[CH:11][C:10]([Cl:42])=[C:9]([S:6]([NH:5][C:1]([CH3:4])([CH3:3])[CH3:2])(=[O:7])=[O:8])[CH:14]=3)=[N:19]2)=[CH:22][CH:23]=1. (5) Given the reactants Cl.[CH3:2][O:3][C:4](=[O:18])[C@H:5]([CH2:7][C:8]1[C:16]2[C:11](=[CH:12][CH:13]=[C:14]([OH:17])[CH:15]=2)[NH:10][CH:9]=1)[NH2:6].[C:19](O)(=[O:31])/[CH:20]=[CH:21]/[C:22]1[CH:30]=[CH:29][C:27]([OH:28])=[C:24]([O:25][CH3:26])[CH:23]=1.C(N(CC)CC)C.O.ON1C2C=CC=CC=2N=N1.C(N=C=NCCCN(C)C)C, predict the reaction product. The product is: [CH3:26][O:25][C:24]1[CH:23]=[C:22]([CH:21]=[CH:20][C:19]([NH:6][CH:5]([C:4]([O:3][CH3:2])=[O:18])[CH2:7][C:8]2[C:16]3[C:11](=[CH:12][CH:13]=[C:14]([OH:17])[CH:15]=3)[NH:10][CH:9]=2)=[O:31])[CH:30]=[CH:29][C:27]=1[OH:28]. (6) The product is: [CH3:22][O:21][C:18]1[CH:19]=[C:20]2[C:15]([CH:14]=[CH:13][C:12](=[O:23])[N:11]2[CH2:10][CH2:9][N:6]2[CH2:5][CH2:4][CH:3]([NH:2][CH2:34][C:26]3[CH:25]=[N:24][C:33]4[C:28]([CH:27]=3)=[N:29][CH:30]=[CH:31][CH:32]=4)[CH2:8][CH2:7]2)=[N:16][CH:17]=1. Given the reactants Cl.[NH2:2][CH:3]1[CH2:8][CH2:7][N:6]([CH2:9][CH2:10][N:11]2[C:20]3[C:15](=[N:16][CH:17]=[C:18]([O:21][CH3:22])[CH:19]=3)[CH:14]=[CH:13][C:12]2=[O:23])[CH2:5][CH2:4]1.[N:24]1[C:33]2[C:28](=[N:29][CH:30]=[CH:31][CH:32]=2)[CH:27]=[C:26]([CH:34]=O)[CH:25]=1.C[O-].[Na+].CO.C([BH3-])#N.[Na+].C(=O)([O-])O.[Na+], predict the reaction product. (7) Given the reactants F[C:2](F)(F)[C:3](O)=[O:4].[C:8]([N:11]1[CH2:16][CH2:15][N:14]([C:17]2[N:22]=[C:21]([O:23][CH2:24][CH3:25])[C:20]([NH:26][C:27]([C:29]3[C:33]4[C:34](=[O:41])[NH:35][C:36]5([CH2:40][NH:39][CH2:38]5)[CH2:37][C:32]=4[O:31][CH:30]=3)=[O:28])=[CH:19][CH:18]=2)[CH2:13][CH2:12]1)(=[O:10])[CH3:9].C(O)(=O)C.C(N(CC)C(C)C)(C)C.Cl.CN(C)CCCN=C=NCC.ON1C2C=CC=CC=2N=N1, predict the reaction product. The product is: [C:3]([N:39]1[CH2:40][C:36]2([NH:35][C:34](=[O:41])[C:33]3[C:29]([C:27]([NH:26][C:20]4[C:21]([O:23][CH2:24][CH3:25])=[N:22][C:17]([N:14]5[CH2:13][CH2:12][N:11]([C:8](=[O:10])[CH3:9])[CH2:16][CH2:15]5)=[CH:18][CH:19]=4)=[O:28])=[CH:30][O:31][C:32]=3[CH2:37]2)[CH2:38]1)(=[O:4])[CH3:2]. (8) The product is: [CH3:1][N:2]1[C:10]2[CH:9]3[CH2:11][CH:6]([CH2:7][CH2:8]3)[C:5]=2[C:4]([CH2:12][OH:13])=[N:3]1. Given the reactants [CH3:1][N:2]1[C:10]2[CH:9]3[CH2:11][CH:6]([CH2:7][CH2:8]3)[C:5]=2[C:4]([C:12](OCC)=[O:13])=[N:3]1.[H-].[Al+3].[Li+].[H-].[H-].[H-], predict the reaction product. (9) Given the reactants [C:1]([O:5][C:6]([CH3:9])([CH3:8])[CH3:7])(=[O:4])[CH:2]=[CH2:3].[F:10][C:11]1[CH:12]=[C:13]([CH:17]=[CH:18][CH:19]=1)[CH2:14][CH2:15][NH2:16], predict the reaction product. The product is: [F:10][C:11]1[CH:12]=[C:13]([CH2:14][CH2:15][NH:16][CH2:3][CH2:2][C:1]([O:5][C:6]([CH3:9])([CH3:8])[CH3:7])=[O:4])[CH:17]=[CH:18][CH:19]=1.